Dataset: Reaction yield outcomes from USPTO patents with 853,638 reactions. Task: Predict the reaction yield, written as a fraction of the theoretical maximum amount of product (1.0 means a 100% yield; for example, 0.34 means a 34% yield). (1) The reactants are [Br:1][C:2]1[NH:3][C:4]([Cl:8])=[C:5]([Cl:7])[N:6]=1.[H-].[Na+].Cl[CH2:12][O:13][CH2:14][CH2:15][Si:16]([CH3:19])([CH3:18])[CH3:17].C([O-])(O)=O.[Na+]. The catalyst is C1COCC1. The product is [Br:1][C:2]1[N:3]([CH2:12][O:13][CH2:14][CH2:15][Si:16]([CH3:19])([CH3:18])[CH3:17])[C:4]([Cl:8])=[C:5]([Cl:7])[N:6]=1. The yield is 0.950. (2) The reactants are B([O-])[O-].Br[C:5]1[CH:10]=[CH:9][C:8]([C@@H:11]2[C@@H:13]([C:14]3[CH:19]=[CH:18][CH:17]=[CH:16][CH:15]=3)[C@H:12]2[C:20]([O:22][CH3:23])=[O:21])=[CH:7][CH:6]=1.Cl[C:25]1[N:30]=[CH:29][C:28]([C:31]([F:34])([F:33])[F:32])=[CH:27][N:26]=1. No catalyst specified. The product is [CH3:23][O:22][C:20]([C@H:12]1[C@H:11]([C:8]2[CH:9]=[CH:10][C:5]([C:25]3[N:30]=[CH:29][C:28]([C:31]([F:34])([F:33])[F:32])=[CH:27][N:26]=3)=[CH:6][CH:7]=2)[C@H:13]1[C:14]1[CH:19]=[CH:18][CH:17]=[CH:16][CH:15]=1)=[O:21]. The yield is 0.360.